Dataset: Forward reaction prediction with 1.9M reactions from USPTO patents (1976-2016). Task: Predict the product of the given reaction. (1) Given the reactants [CH:1]1([C@H:7]([NH2:32])[C:8]([N:10]2[C@H:15]([C:16]3[N:20]([CH2:21][C:22]4[CH:27]=[CH:26][C:25]([F:28])=[CH:24][CH:23]=4)[N:19]=[CH:18][CH:17]=3)[CH2:14][N:13]3[CH2:29][CH2:30][CH2:31][C@@H:12]3[CH2:11]2)=[O:9])[CH2:6][CH2:5][CH2:4][CH2:3][CH2:2]1.[C:33]([O:37][C:38]([N:40]([CH3:46])[C@H:41]([C:43](O)=[O:44])[CH3:42])=[O:39])([CH3:36])([CH3:35])[CH3:34].C(N(C(C)C)C(C)C)C.F[P-](F)(F)(F)(F)F.N1(OC(N(C)C)=[N+](C)C)C2N=CC=CC=2N=N1, predict the reaction product. The product is: [C:33]([O:37][C:38](=[O:39])[N:40]([C@@H:41]([CH3:42])[C:43]([NH:32][C@@H:7]([CH:1]1[CH2:6][CH2:5][CH2:4][CH2:3][CH2:2]1)[C:8]([N:10]1[C@H:15]([C:16]2[N:20]([CH2:21][C:22]3[CH:23]=[CH:24][C:25]([F:28])=[CH:26][CH:27]=3)[N:19]=[CH:18][CH:17]=2)[CH2:14][N:13]2[CH2:29][CH2:30][CH2:31][C@@H:12]2[CH2:11]1)=[O:9])=[O:44])[CH3:46])([CH3:36])([CH3:34])[CH3:35]. (2) Given the reactants [C:1]([Cl:4])(Cl)=[O:2].Cl.[NH:6]1[CH2:11][CH2:10][C:9](=[CH:12][C:13]2[CH:14]=[C:15]([CH:27]=[CH:28][CH:29]=2)[O:16][C:17]2[CH:22]=[CH:21][C:20]([C:23]([F:26])([F:25])[F:24])=[CH:19][N:18]=2)[CH2:8][CH2:7]1, predict the reaction product. The product is: [F:26][C:23]([F:24])([F:25])[C:20]1[CH:21]=[CH:22][C:17]([O:16][C:15]2[CH:14]=[C:13]([CH:29]=[CH:28][CH:27]=2)[CH:12]=[C:9]2[CH2:8][CH2:7][N:6]([C:1]([Cl:4])=[O:2])[CH2:11][CH2:10]2)=[N:18][CH:19]=1. (3) Given the reactants [CH3:1][C:2]1([CH3:16])[CH2:6][C:5]2[CH:7]=[CH:8][CH:9]=[C:10]([C:11]([O:13][CH2:14][CH3:15])=[O:12])[C:4]=2[O:3]1.[N+:17]([O-])([OH:19])=[O:18], predict the reaction product. The product is: [CH3:1][C:2]1([CH3:16])[CH2:6][C:5]2[CH:7]=[C:8]([N+:17]([O-:19])=[O:18])[CH:9]=[C:10]([C:11]([O:13][CH2:14][CH3:15])=[O:12])[C:4]=2[O:3]1. (4) Given the reactants [OH-:1].[Na+].BrBr.[F:5][C:6]1[CH:11]=[C:10]([O:12][CH3:13])[CH:9]=[CH:8][C:7]=1[C:14](=[O:16])C, predict the reaction product. The product is: [F:5][C:6]1[CH:11]=[C:10]([O:12][CH3:13])[CH:9]=[CH:8][C:7]=1[C:14]([OH:16])=[O:1]. (5) Given the reactants S(=O)(=O)(O)N.[Cl:6][C:7]1[CH:8]=[C:9]([CH:12]=[C:13]([CH3:16])[C:14]=1[OH:15])[CH:10]=[O:11].Cl([O-])=[O:18].[Na+], predict the reaction product. The product is: [Cl:6][C:7]1[CH:8]=[C:9]([CH:12]=[C:13]([CH3:16])[C:14]=1[OH:15])[C:10]([OH:18])=[O:11]. (6) Given the reactants O[C:2]12[CH2:11][CH:6]3[CH2:7][CH:8]([CH2:10][CH:4]([C:5]3=[O:12])[CH2:3]1)[CH2:9]2.OS(C(F)(F)F)(=O)=O, predict the reaction product. The product is: [C:2]1([C:2]23[CH2:11][CH:6]4[CH2:7][CH:8]([CH2:10][CH:4]([C:5]4=[O:12])[CH2:3]2)[CH2:9]3)[CH:11]=[CH:6][CH:5]=[CH:4][CH:3]=1. (7) Given the reactants C([N:8]([CH2:16][C:17]1[CH:25]=[CH:24][C:20]([C:21]([OH:23])=O)=[CH:19][CH:18]=1)[CH2:9][C:10]1[CH:15]=[CH:14][CH:13]=[CH:12][CH:11]=1)C1C=CC=CC=1.Cl.CN(C)CCCN=C=NCC.O.O[N:40]1[C:44]2[CH:45]=[CH:46][CH:47]=[CH:48][C:43]=2N=[N:41]1.C(N)C1C=CC=CC=1.C(N(CC)CC)C, predict the reaction product. The product is: [CH2:9]([NH:8][CH2:16][C:17]1[CH:18]=[CH:19][C:20]([C:21]([NH:41][NH:40][C:44]2[CH:45]=[CH:46][CH:47]=[CH:48][CH:43]=2)=[O:23])=[CH:24][CH:25]=1)[C:10]1[CH:11]=[CH:12][CH:13]=[CH:14][CH:15]=1.